This data is from Forward reaction prediction with 1.9M reactions from USPTO patents (1976-2016). The task is: Predict the product of the given reaction. (1) The product is: [I:1][C:2]1[CH:3]=[C:4]2[C:9](=[CH:10][CH:11]=1)[N:8]([CH2:12][CH2:13][O:14][CH3:15])[CH:7]=[C:6]([C:16]([OH:18])=[O:17])[C:5]2=[O:21]. Given the reactants [I:1][C:2]1[CH:3]=[C:4]2[C:9](=[CH:10][CH:11]=1)[N:8]([CH2:12][CH2:13][O:14][CH3:15])[CH:7]=[C:6]([C:16]([O:18]CC)=[O:17])[C:5]2=[O:21].[OH-].[Na+], predict the reaction product. (2) Given the reactants [Cl:1][C:2]1[CH:3]=[CH:4][C:5]([C:28]([F:31])([F:30])[F:29])=[C:6]([CH:27]=1)[CH2:7][N:8]1[CH2:13][CH2:12][NH:11][C:10]2[N:14]=[CH:15][C:16]([C:18]3[CH:19]=[C:20]([CH:24]=[CH:25][CH:26]=3)[C:21]([OH:23])=O)=[CH:17][C:9]1=2.[NH:32]1[CH2:37][CH2:36][CH:35]([N:38]2[C:42]3[CH:43]=[CH:44][CH:45]=[CH:46][C:41]=3[NH:40][C:39]2=[O:47])[CH2:34][CH2:33]1, predict the reaction product. The product is: [Cl:1][C:2]1[CH:3]=[CH:4][C:5]([C:28]([F:30])([F:31])[F:29])=[C:6]([CH:27]=1)[CH2:7][N:8]1[CH2:13][CH2:12][NH:11][C:10]2[N:14]=[CH:15][C:16]([C:18]3[CH:19]=[C:20]([CH:24]=[CH:25][CH:26]=3)[C:21]([N:32]3[CH2:33][CH2:34][CH:35]([N:38]4[C:42]5[CH:43]=[CH:44][CH:45]=[CH:46][C:41]=5[NH:40][C:39]4=[O:47])[CH2:36][CH2:37]3)=[O:23])=[CH:17][C:9]1=2.